Dataset: Full USPTO retrosynthesis dataset with 1.9M reactions from patents (1976-2016). Task: Predict the reactants needed to synthesize the given product. (1) Given the product [CH3:7][NH:5][C@H:4]([C:14]([NH:15][C@H:16]1[C@H:23]2[C@H:19]([CH2:20][N:21]([C:26]3[CH:31]=[CH:30][C:29]([C:32]([F:35])([F:34])[F:33])=[CH:28][N:27]=3)[CH2:22]2)[CH2:18][CH2:17]1)=[O:24])[CH2:3][CH:2]([CH3:6])[CH3:37], predict the reactants needed to synthesize it. The reactants are: F[C@@H:2]1[CH2:6][N:5]([C:7](OC(C)(C)C)=O)[C@H:4]([C:14](=[O:24])[NH:15][C@@H:16]2[C@@H:23]3[C@@H:19]([CH2:20][NH:21][CH2:22]3)[CH2:18][CH2:17]2)[CH2:3]1.Br[C:26]1[CH:31]=[CH:30][C:29]([C:32]([F:35])([F:34])[F:33])=[CH:28][N:27]=1.Br[C:37]1C=C(C(F)(F)F)C=CN=1. (2) Given the product [F:25][C:10]([F:9])([C:21]([F:23])([F:22])[F:24])[CH2:11][O:12][C:13]1[CH:18]=[CH:17][N:16]=[C:15]([C:19]([NH2:20])=[O:2])[CH:14]=1, predict the reactants needed to synthesize it. The reactants are: C(=O)(O)[O-:2].[Na+].Cl.NO.[F:9][C:10]([F:25])([C:21]([F:24])([F:23])[F:22])[CH2:11][O:12][C:13]1[CH:18]=[CH:17][N:16]=[C:15]([C:19]#[N:20])[CH:14]=1. (3) The reactants are: [F:1][C:2]([F:17])([F:16])[C:3]1[CH:11]=[C:10]2[C:6]([C:7]([CH2:12]N(C)C)=[CH:8][NH:9]2)=[CH:5][CH:4]=1.[C-]#N.[Na+].C[N:22]([CH:24]=[O:25])C. Given the product [F:17][C:2]([F:1])([F:16])[C:3]1[CH:11]=[C:10]2[C:6]([C:7]([CH2:12][C:24]([NH2:22])=[O:25])=[CH:8][NH:9]2)=[CH:5][CH:4]=1, predict the reactants needed to synthesize it. (4) The reactants are: [Br:1][C:2]1[CH:30]=[CH:29][C:28]([F:31])=[CH:27][C:3]=1[O:4][CH:5]1[CH2:10][CH2:9][N:8]([C:11]2[S:12][C:13]3[C:18](=O)[NH:17][C:16]([CH2:20][CH2:21][C:22]([O:24][CH3:25])=[O:23])=[N:15][C:14]=3[N:26]=2)[CH2:7][CH2:6]1.CN(C=O)C.C(Cl)(=O)C([Cl:40])=O. Given the product [Br:1][C:2]1[CH:30]=[CH:29][C:28]([F:31])=[CH:27][C:3]=1[O:4][CH:5]1[CH2:10][CH2:9][N:8]([C:11]2[S:12][C:13]3[C:18]([Cl:40])=[N:17][C:16]([CH2:20][CH2:21][C:22]([O:24][CH3:25])=[O:23])=[N:15][C:14]=3[N:26]=2)[CH2:7][CH2:6]1, predict the reactants needed to synthesize it. (5) Given the product [F:7][C:5]1[CH:6]=[CH:1][CH:2]=[C:3]([F:17])[C:4]=1[CH2:8][N:9]=[N+:13]=[N-:12], predict the reactants needed to synthesize it. The reactants are: [CH:1]1[CH:2]=[C:3]([F:17])[C:4]([CH2:8][N:9]2[N:13]=[N:12]C(C(N)=O)=C2)=[C:5]([F:7])[CH:6]=1.FC1C=CC=C(F)C=1CCl.[N-]=[N+]=[N-].[Na+]. (6) Given the product [ClH:38].[F:1][C:2]1[CH:3]=[CH:4][C:5]([C:8]2[CH:31]=[CH:30][C:11]3[N:12]([C:15]4[CH:16]=[C:17]([NH:21][C:22]([NH:24][CH2:25][C:26]([F:27])([F:29])[F:28])=[O:23])[CH:18]=[CH:19][CH:20]=4)[CH:13]=[N:14][C:10]=3[CH:9]=2)=[CH:6][CH:7]=1, predict the reactants needed to synthesize it. The reactants are: [F:1][C:2]1[CH:7]=[CH:6][C:5]([C:8]2[CH:31]=[CH:30][C:11]3[N:12]([C:15]4[CH:16]=[C:17]([NH:21][C:22]([NH:24][CH2:25][C:26]([F:29])([F:28])[F:27])=[O:23])[CH:18]=[CH:19][CH:20]=4)[CH:13]=[N:14][C:10]=3[CH:9]=2)=[CH:4][CH:3]=1.CCOC(C)=O.[ClH:38]. (7) Given the product [F:1][C:2]1[CH:7]=[C:6]([F:8])[CH:5]=[CH:4][C:3]=1[C:9]1[N:14]=[C:13]([CH:15]([C:16]2[C:23]([F:24])=[CH:22][C:19]([C:20]#[N:21])=[CH:18][C:17]=2[F:25])[C:40](=[O:41])[C:39]#[C:38][Si:37]([CH3:46])([CH3:45])[CH3:36])[CH:12]=[CH:11][CH:10]=1, predict the reactants needed to synthesize it. The reactants are: [F:1][C:2]1[CH:7]=[C:6]([F:8])[CH:5]=[CH:4][C:3]=1[C:9]1[N:14]=[C:13]([CH2:15][C:16]2[C:23]([F:24])=[CH:22][C:19]([C:20]#[N:21])=[CH:18][C:17]=2[F:25])[CH:12]=[CH:11][CH:10]=1.C[Si]([N-][Si](C)(C)C)(C)C.[Li+].[CH3:36][Si:37]([CH3:46])([CH3:45])[C:38]#[C:39][C:40](OCC)=[O:41]. (8) Given the product [C:7]([O:10][C:11]1[CH:12]=[CH:13][C:14](/[CH:15]=[CH:16]/[C:17]([NH:22][C:23]2[CH:35]=[C:34]([O:36][C:37]3[CH:42]=[CH:41][CH:40]=[CH:39][CH:38]=3)[CH:33]=[CH:32][C:24]=2[C:25]([O:27][C:28]([CH3:29])([CH3:30])[CH3:31])=[O:26])=[O:19])=[CH:20][CH:21]=1)(=[O:9])[CH3:8], predict the reactants needed to synthesize it. The reactants are: C(Cl)(=O)C(Cl)=O.[C:7]([O:10][C:11]1[CH:21]=[CH:20][C:14]([CH:15]=[CH:16][C:17]([OH:19])=O)=[CH:13][CH:12]=1)(=[O:9])[CH3:8].[NH2:22][C:23]1[CH:35]=[C:34]([O:36][C:37]2[CH:42]=[CH:41][CH:40]=[CH:39][CH:38]=2)[CH:33]=[CH:32][C:24]=1[C:25]([O:27][C:28]([CH3:31])([CH3:30])[CH3:29])=[O:26].C(=O)([O-])O.[Na+]. (9) Given the product [Br:12][C:4]1[CH:3]=[C:2]([N:13]2[CH:17]=[CH:16][N:15]=[CH:14]2)[CH:7]=[C:6]([C:8]([CH3:11])([CH3:10])[CH3:9])[CH:5]=1, predict the reactants needed to synthesize it. The reactants are: Br[C:2]1[CH:7]=[C:6]([C:8]([CH3:11])([CH3:10])[CH3:9])[CH:5]=[C:4]([Br:12])[CH:3]=1.[NH:13]1[CH:17]=[CH:16][N:15]=[CH:14]1.C([O-])([O-])=O.[K+].[K+].CN(C)CC(O)=O.